Dataset: Catalyst prediction with 721,799 reactions and 888 catalyst types from USPTO. Task: Predict which catalyst facilitates the given reaction. (1) Reactant: [OH:1][CH2:2][C:3]([CH3:8])([CH3:7])[C:4]([OH:6])=[O:5].Br[CH:10]([CH3:12])[CH3:11].C([O-])([O-])=O.[Cs+].[Cs+]. Product: [OH:1][CH2:2][C:3]([CH3:8])([CH3:7])[C:4]([O:6][CH:10]([CH3:12])[CH3:11])=[O:5]. The catalyst class is: 3. (2) Reactant: [CH3:1][C:2]1[N:7]=[C:6]2[S:8][C:9]3[CH2:14][CH2:13][CH2:12][CH2:11][C:10]=3[C:5]2=[C:4]([C:15]2[CH:20]=[CH:19][CH:18]=[CH:17][C:16]=2[F:21])[C:3]=1[CH:22]([CH2:27][CH2:28][CH3:29])[C:23]([O:25]C)=[O:24].[OH-].[Na+]. Product: [CH3:1][C:2]1[N:7]=[C:6]2[S:8][C:9]3[CH2:14][CH2:13][CH2:12][CH2:11][C:10]=3[C:5]2=[C:4]([C:15]2[CH:20]=[CH:19][CH:18]=[CH:17][C:16]=2[F:21])[C:3]=1[CH:22]([CH2:27][CH2:28][CH3:29])[C:23]([OH:25])=[O:24]. The catalyst class is: 5.